From a dataset of Reaction yield outcomes from USPTO patents with 853,638 reactions. Predict the reaction yield, written as a fraction of the theoretical maximum amount of product (1.0 means a 100% yield; for example, 0.34 means a 34% yield). (1) The reactants are Br[C:2]1[N:7]2[CH:8]=[C:9]([CH2:11][CH2:12][C:13]3[CH:22]=[CH:21][C:20]4[C:15](=[CH:16][CH:17]=[CH:18][CH:19]=4)[N:14]=3)[N:10]=[C:6]2[C:5]([N:23]2[CH2:28][CH2:27][O:26][CH2:25][CH2:24]2)=[N:4][CH:3]=1.[OH:29][CH:30]([C:35]1[CH:40]=[CH:39][C:38](B2OC(C)(C)C(C)(C)O2)=[CH:37][CH:36]=1)[C:31]([O:33][CH3:34])=[O:32]. No catalyst specified. The product is [OH:29][CH:30]([C:35]1[CH:36]=[CH:37][C:38]([C:2]2[N:7]3[CH:8]=[C:9]([CH2:11][CH2:12][C:13]4[CH:22]=[CH:21][C:20]5[C:15](=[CH:16][CH:17]=[CH:18][CH:19]=5)[N:14]=4)[N:10]=[C:6]3[C:5]([N:23]3[CH2:24][CH2:25][O:26][CH2:27][CH2:28]3)=[N:4][CH:3]=2)=[CH:39][CH:40]=1)[C:31]([O:33][CH3:34])=[O:32]. The yield is 0.720. (2) The reactants are [CH3:1][S:2]([O-:4])=[O:3].[Na+].Br[C:7]1[N:11]2[CH2:12][CH2:13][N:14]([CH3:31])[C:15]3([CH2:20][CH2:19][N:18]([C:21]([O:23][CH2:24][C:25]4[CH:30]=[CH:29][CH:28]=[CH:27][CH:26]=4)=[O:22])[CH2:17][CH2:16]3)[C:10]2=[CH:9][CH:8]=1. The catalyst is [Cu]I.CS(C)=O. The product is [CH3:31][N:14]1[C:15]2([CH2:16][CH2:17][N:18]([C:21]([O:23][CH2:24][C:25]3[CH:30]=[CH:29][CH:28]=[CH:27][CH:26]=3)=[O:22])[CH2:19][CH2:20]2)[C:10]2=[CH:9][CH:8]=[C:7]([S:2]([CH3:1])(=[O:4])=[O:3])[N:11]2[CH2:12][CH2:13]1. The yield is 0.520. (3) The reactants are [NH2:1][C:2]1[N:7]=[C:6]([NH2:8])[C:5]([O:9][CH2:10][CH2:11][CH2:12][O:13][C:14]2[C:23]3[C:18](=[CH:19][CH:20]=[CH:21][CH:22]=3)[N:17]=[C:16]([CH3:24])[CH:15]=2)=[C:4]([CH2:25][CH3:26])[N:3]=1.[ClH:27]. The catalyst is CO. The product is [ClH:27].[NH2:1][C:2]1[N:7]=[C:6]([NH2:8])[C:5]([O:9][CH2:10][CH2:11][CH2:12][O:13][C:14]2[C:23]3[C:18](=[CH:19][CH:20]=[CH:21][CH:22]=3)[N:17]=[C:16]([CH3:24])[CH:15]=2)=[C:4]([CH2:25][CH3:26])[N:3]=1. The yield is 0.920.